This data is from Experimentally validated miRNA-target interactions with 360,000+ pairs, plus equal number of negative samples. The task is: Binary Classification. Given a miRNA mature sequence and a target amino acid sequence, predict their likelihood of interaction. (1) The miRNA is hsa-miR-2355-5p with sequence AUCCCCAGAUACAAUGGACAA. The protein sequence of the target gene is MEDGKRERWPTLMERLCSDGFAFPQYPIKPYHLKRIHRAVLHGNLEKLKYLLLTYYDANKRDRKERTALHLACATGQPEMVHLLVSRRCELNLCDREDRTPLIKAVQLRQEACATLLLQNGANPNITDFFGRTALHYAVYNEDTSMIEKLLSHGTNIEECSKCEYQPLLFAVSRRKVKMVEFLLKKKANVNAIDYLGRSALIHAVTLGEKDIVILLLQHNIDVLSRDAFRKIAGDYAIEAKNRVIFDLIYEYERKRYEDLPINSNPVSSQKQPALKATSGKEDSISNIATEIKDGQKSGT.... Result: 1 (interaction). (2) The miRNA is hsa-miR-4282 with sequence UAAAAUUUGCAUCCAGGA. The protein sequence of the target gene is MEFDCEGLRRLLGKYKFRDLTVEELRNVNVFFPHFKYSMDTYVFKDSSQKDLLNFTGTIPVMYQGNTYNIPIRFWILDSHPFAPPICFLKPTANMGILVGKHVDAQGRIYLPYLQNWSHPKSVIVGLIKEMIAKFQEELPMYSLSSSDEARQVDLLAYIAKITEGVSDTNSKSWANHENKTVNKITVVGGGELGIACTLAISAKGIADRLVLLDLSEGTKGATMDLEIFNLPNVEISKDLSASAHSKVVIFTVNSLGSSQSYLDVVQSNVDMFRALVPALGHYSQHSVLLVASQPVEIMT.... Result: 1 (interaction).